This data is from NCI-60 drug combinations with 297,098 pairs across 59 cell lines. The task is: Regression. Given two drug SMILES strings and cell line genomic features, predict the synergy score measuring deviation from expected non-interaction effect. (1) Drug 1: CC1=C2C(C(=O)C3(C(CC4C(C3C(C(C2(C)C)(CC1OC(=O)C(C(C5=CC=CC=C5)NC(=O)OC(C)(C)C)O)O)OC(=O)C6=CC=CC=C6)(CO4)OC(=O)C)O)C)O. Synergy scores: CSS=1.36, Synergy_ZIP=6.93, Synergy_Bliss=8.22, Synergy_Loewe=6.97, Synergy_HSA=6.91. Drug 2: CC1=C(C(=CC=C1)Cl)NC(=O)C2=CN=C(S2)NC3=CC(=NC(=N3)C)N4CCN(CC4)CCO. Cell line: SK-MEL-5. (2) Cell line: EKVX. Drug 1: C1=CC(=CC=C1CC(C(=O)O)N)N(CCCl)CCCl.Cl. Synergy scores: CSS=8.56, Synergy_ZIP=-0.212, Synergy_Bliss=5.15, Synergy_Loewe=1.26, Synergy_HSA=2.70. Drug 2: CC1=C(C(=O)C2=C(C1=O)N3CC4C(C3(C2COC(=O)N)OC)N4)N.